This data is from CYP2C9 inhibition data for predicting drug metabolism from PubChem BioAssay. The task is: Regression/Classification. Given a drug SMILES string, predict its absorption, distribution, metabolism, or excretion properties. Task type varies by dataset: regression for continuous measurements (e.g., permeability, clearance, half-life) or binary classification for categorical outcomes (e.g., BBB penetration, CYP inhibition). Dataset: cyp2c9_veith. The molecule is CCOC(=O)c1oc2ccccc2c1NC(=O)c1ccc(S(=O)(=O)N(C)C)cc1. The result is 1 (inhibitor).